This data is from Human liver microsome stability data. The task is: Regression/Classification. Given a drug SMILES string, predict its absorption, distribution, metabolism, or excretion properties. Task type varies by dataset: regression for continuous measurements (e.g., permeability, clearance, half-life) or binary classification for categorical outcomes (e.g., BBB penetration, CYP inhibition). Dataset: hlm. (1) The molecule is COC(=O)Nc1ccc(NC(=O)[C@H](Cc2ccccc2)NC(=O)C=Cc2cc(Cl)ccc2-n2cnnn2)cc1. The result is 0 (unstable in human liver microsomes). (2) The molecule is CCc1nc2c(C(F)(F)F)cccn2c1-c1cccc(Oc2cccc(S(C)(=O)=O)c2)c1. The result is 1 (stable in human liver microsomes). (3) The drug is Cn1cnc2cc(C#N)c(-c3ccccc3Cl)c(CN)c21. The result is 0 (unstable in human liver microsomes).